This data is from Reaction yield outcomes from USPTO patents with 853,638 reactions. The task is: Predict the reaction yield, written as a fraction of the theoretical maximum amount of product (1.0 means a 100% yield; for example, 0.34 means a 34% yield). The reactants are [C:1]([BH3-])#[N:2].[Na+].[C:5]([C:8]1[CH:9]=[C:10]([NH:15][C:16]([C:18]2N(C)[N:21]=[C:20]([C:24]([F:30])([F:29])[C:25]([F:28])([F:27])[F:26])[C:19]=2[C:31]([F:34])([F:33])[F:32])=[O:17])[CH:11]=[CH:12][C:13]=1[Cl:14])(=O)[CH3:6].C([O-])(=O)C.[NH4+:39].[Cl-].[Na+]. The catalyst is CO. The product is [NH2:39][CH:5]([C:8]1[CH:9]=[C:10]([NH:15][C:16]([C:18]2[N:2]([CH3:1])[N:21]=[C:20]([C:24]([F:30])([F:29])[C:25]([F:28])([F:26])[F:27])[C:19]=2[C:31]([F:32])([F:34])[F:33])=[O:17])[CH:11]=[CH:12][C:13]=1[Cl:14])[CH3:6]. The yield is 0.460.